The task is: Predict the product of the given reaction.. This data is from Forward reaction prediction with 1.9M reactions from USPTO patents (1976-2016). (1) Given the reactants [Br:1][C:2]1[CH:8]=[C:7]([CH3:9])[CH:6]=[C:5]([CH3:10])[C:3]=1[NH2:4].[Li]CCCC.Cl[Si:17]([CH3:28])([CH3:27])[CH:18]1[C:22]([CH3:23])=[C:21]([CH3:24])[C:20]([CH3:25])=[C:19]1[CH3:26], predict the reaction product. The product is: [Br:1][C:2]1[CH:8]=[C:7]([CH3:9])[CH:6]=[C:5]([CH3:10])[C:3]=1[NH:4][Si:17]([CH3:27])([CH3:28])[CH:18]1[C:22]([CH3:23])=[C:21]([CH3:24])[C:20]([CH3:25])=[C:19]1[CH3:26]. (2) Given the reactants C(N(CC)C(C)C)(C)C.CN(C(ON1N=NC2C=CC=NC1=2)=[N+](C)C)C.F[P-](F)(F)(F)(F)F.[Cl:34][C:35]1[CH:36]=[C:37]([CH:54]=[CH:55][CH:56]=1)[CH2:38][NH:39][C:40]1[N:53]=[C:43]2[C:44]([O:51][CH3:52])=[CH:45][C:46]([C:48]([OH:50])=O)=[CH:47][N:42]2[N:41]=1.[CH2:57]([CH:59]1[NH:66][CH2:65][CH:64]2[N:61]([CH2:62][CH2:63]2)[C:60]1=[O:67])[CH3:58], predict the reaction product. The product is: [Cl:34][C:35]1[CH:36]=[C:37]([CH:54]=[CH:55][CH:56]=1)[CH2:38][NH:39][C:40]1[N:53]=[C:43]2[C:44]([O:51][CH3:52])=[CH:45][C:46]([C:48]([N:66]3[CH2:65][CH:64]4[N:61]([CH2:62][CH2:63]4)[C:60](=[O:67])[CH:59]3[CH2:57][CH3:58])=[O:50])=[CH:47][N:42]2[N:41]=1. (3) Given the reactants [NH2:1][C:2]1[CH:9]=[CH:8][C:7]([CH3:10])=[CH:6][C:3]=1[C:4]#[N:5].[S:11](Cl)(=[O:14])(=[O:13])[NH2:12], predict the reaction product. The product is: [C:4]([C:3]1[CH:6]=[C:7]([CH3:10])[CH:8]=[CH:9][C:2]=1[NH:1][S:11]([NH2:12])(=[O:14])=[O:13])#[N:5]. (4) Given the reactants FC(F)(F)C([O-])=O.[CH3:8][C:9]1[C:17]2[C:12](=[CH:13][CH:14]=[C:15]([CH:18]([C:24]3[CH:29]=[CH:28][CH:27]=[CH:26][CH:25]=3)[CH2:19][C:20]([NH:22][CH3:23])=O)[CH:16]=2)[NH:11][N:10]=1.N1C2C(=CC=CC=2C(C2C=CC=CC=2)CCNC)C=C1, predict the reaction product. The product is: [CH3:8][C:9]1[C:17]2[C:12](=[CH:13][CH:14]=[C:15]([CH:18]([C:24]3[CH:29]=[CH:28][CH:27]=[CH:26][CH:25]=3)[CH2:19][CH2:20][NH:22][CH3:23])[CH:16]=2)[NH:11][N:10]=1. (5) Given the reactants [CH3:1][C:2]1[N:12]=[C:11]([C:13]([F:16])([F:15])[F:14])[CH:10]=[CH:9][C:3]=1[C:4]([O:6][CH2:7][CH3:8])=[O:5].[Br:17]N1C(=O)CCC1=O, predict the reaction product. The product is: [Br:17][CH2:1][C:2]1[N:12]=[C:11]([C:13]([F:15])([F:16])[F:14])[CH:10]=[CH:9][C:3]=1[C:4]([O:6][CH2:7][CH3:8])=[O:5]. (6) Given the reactants [CH3:1][O:2][C:3](=[O:29])[C@H:4]([OH:28])[CH2:5][N:6]([CH2:15][C:16]1[CH:21]=[CH:20][C:19]([C:22]2[CH:27]=[CH:26][CH:25]=[CH:24][CH:23]=2)=[CH:18][CH:17]=1)[NH:7]C(OC(C)(C)C)=O.C(O)(C(F)(F)F)=O, predict the reaction product. The product is: [CH3:1][O:2][C:3](=[O:29])[C@H:4]([OH:28])[CH2:5][N:6]([CH2:15][C:16]1[CH:21]=[CH:20][C:19]([C:22]2[CH:27]=[CH:26][CH:25]=[CH:24][CH:23]=2)=[CH:18][CH:17]=1)[NH2:7]. (7) The product is: [CH2:1]([N:13]([CH2:21][C:22]1[N:24]=[C:39]([NH:38][C:37]2[C:32]([O:31][C:30]3[CH:41]=[CH:42][CH:43]=[CH:44][C:29]=3[C:25]([CH3:28])([CH3:26])[CH3:27])=[N:33][CH:34]=[CH:35][CH:36]=2)[S:40][N:23]=1)[CH3:10])[C:2]1[CH:3]=[CH:4][CH:5]=[CH:6][CH:7]=1. Given the reactants [CH2:1](CN)[C:2]1[CH:7]=[CH:6][CH:5]=[CH:4][CH:3]=1.[CH:10]([N:13](C(C)C)CC)(C)C.Cl.Cl[CH2:21][C:22]([NH2:24])=[NH:23].[C:25]([C:29]1[CH:44]=[CH:43][CH:42]=[CH:41][C:30]=1[O:31][C:32]1[C:37]([N:38]=[C:39]=[S:40])=[CH:36][CH:35]=[CH:34][N:33]=1)([CH3:28])([CH3:27])[CH3:26].CCOC(/N=N/C(OCC)=O)=O, predict the reaction product. (8) Given the reactants Br[CH2:2][C:3]1[C:8]([CH3:9])=[CH:7][CH:6]=[CH:5][C:4]=1[N:10]1[C:14](=[O:15])[N:13]([CH3:16])[N:12]=[N:11]1.[F:17][C:18]1[CH:23]=[CH:22][CH:21]=[CH:20][C:19]=1[N:24]1[CH:28]=[CH:27][C:26]([OH:29])=[N:25]1.C(=O)([O-])[O-].[K+].[K+].C(#N)C, predict the reaction product. The product is: [F:17][C:18]1[CH:23]=[CH:22][CH:21]=[CH:20][C:19]=1[N:24]1[CH:28]=[CH:27][C:26]([O:29][CH2:2][C:3]2[C:8]([CH3:9])=[CH:7][CH:6]=[CH:5][C:4]=2[N:10]2[C:14](=[O:15])[N:13]([CH3:16])[N:12]=[N:11]2)=[N:25]1.